From a dataset of Reaction yield outcomes from USPTO patents with 853,638 reactions. Predict the reaction yield, written as a fraction of the theoretical maximum amount of product (1.0 means a 100% yield; for example, 0.34 means a 34% yield). (1) The reactants are [C@@H:1]1([NH:10][C:11]2[N:16]=[CH:15][N:14]=[C:13]([NH:17][C@H:18]3[CH2:22][C@H:21]([OH:23])[C@@H:20]([CH2:24][OH:25])[CH2:19]3)[CH:12]=2)[C:9]2[C:4](=[CH:5][CH:6]=[CH:7][CH:8]=2)[CH2:3][CH2:2]1.C(C1C=C(C)C=C(C(C)(C)C)N=1)(C)(C)C.Cl[S:42]([NH:45][C:46](=[O:52])[O:47][C:48]([CH3:51])([CH3:50])[CH3:49])(=[O:44])=[O:43]. The product is [C@@H:1]1([NH:10][C:11]2[N:16]=[CH:15][N:14]=[C:13]([NH:17][C@@H:18]3[CH2:19][C@H:20]([CH2:24][O:25][S:42]([NH:45][C:46](=[O:52])[O:47][C:48]([CH3:50])([CH3:49])[CH3:51])(=[O:43])=[O:44])[C@@H:21]([OH:23])[CH2:22]3)[CH:12]=2)[C:9]2[C:4](=[CH:5][CH:6]=[CH:7][CH:8]=2)[CH2:3][CH2:2]1. The yield is 0.330. The catalyst is C(#N)C. (2) The yield is 0.990. The reactants are [CH:1]1([NH:4][C:5]2C(C#N)=[N:7][CH:8]=[C:9]([CH2:11][C:12]3[CH:17]=[CH:16][C:15]([F:18])=[CH:14][CH:13]=3)[CH:10]=2)[CH2:3][CH2:2]1.[OH-:21].[Na+].[CH2:23]([OH:25])[CH3:24]. The product is [CH:1]1([NH:4][C:5]2[C:24]([C:23]([OH:21])=[O:25])=[N:7][CH:8]=[C:9]([CH2:11][C:12]3[CH:17]=[CH:16][C:15]([F:18])=[CH:14][CH:13]=3)[CH:10]=2)[CH2:3][CH2:2]1. No catalyst specified.